The task is: Predict the reaction yield, written as a fraction of the theoretical maximum amount of product (1.0 means a 100% yield; for example, 0.34 means a 34% yield).. This data is from Reaction yield outcomes from USPTO patents with 853,638 reactions. The reactants are C([NH:4]/[N:5]=[CH:6]/[C:7]1[CH:17]=[N:16][CH:15]=[C:14]([Cl:18])[C:8]=1[C:9](OCC)=[O:10])(=O)C.[OH-].[Na+].C([O-])(O)=O.[Na+]. The catalyst is O1CCOCC1. The product is [Cl:18][C:14]1[C:8]2[C:9](=[O:10])[NH:4][N:5]=[CH:6][C:7]=2[CH:17]=[N:16][CH:15]=1. The yield is 0.169.